The task is: Predict the product of the given reaction.. This data is from Forward reaction prediction with 1.9M reactions from USPTO patents (1976-2016). (1) Given the reactants [Al+3].[Cl-].[Cl-].[Cl-].[Cl-].[CH3:6][O:7][C:8](=[O:16])[CH2:9][CH2:10][CH2:11][CH2:12][C:13](O)=[O:14].[CH3:17][O:18][C:19]([C:21]1[CH:22]=[C:23]2[C:27](=[CH:28][CH:29]=1)[NH:26][CH:25]=[CH:24]2)=[O:20].O, predict the reaction product. The product is: [CH3:17][O:18][C:19]([C:21]1[CH:22]=[C:23]2[C:27](=[CH:28][CH:29]=1)[NH:26][CH:25]=[C:24]2[C:13](=[O:14])[CH2:12][CH2:11][CH2:10][CH2:9][C:8]([O:7][CH3:6])=[O:16])=[O:20]. (2) Given the reactants [CH3:1][O:2][C:3]1[CH:4]=[C:5]([CH:8]=[C:9]([O:11][CH3:12])[CH:10]=1)[CH2:6][OH:7].[Li]CCCC.[B:18](OC)([O:21]C)[O:19]C.C(O)(=O)CC(CC(O)=O)(C(O)=O)O, predict the reaction product. The product is: [CH3:12][O:11][C:9]1[CH:8]=[C:5]([CH2:6][OH:7])[CH:4]=[C:3]([O:2][CH3:1])[C:10]=1[B:18]([OH:21])[OH:19]. (3) The product is: [N+:8]([C:7]1[C:2]([NH:14][C:13]2[C:15]([CH3:20])=[CH:16][C:17]([CH3:19])=[CH:18][C:12]=2[CH3:11])=[N:3][CH:4]=[CH:5][CH:6]=1)([O-:10])=[O:9]. Given the reactants Cl[C:2]1[C:7]([N+:8]([O-:10])=[O:9])=[CH:6][CH:5]=[CH:4][N:3]=1.[CH3:11][C:12]1[CH:18]=[C:17]([CH3:19])[CH:16]=[C:15]([CH3:20])[C:13]=1[NH2:14].C([O-])([O-])=O.[Cs+].[Cs+], predict the reaction product. (4) Given the reactants NC1C=C2C(=CC=1)NN=C2Cl.[Cl:12][C:13]1[C:21]2[C:20]3[C:22](=O)[C:23](=[O:25])[NH:24][C:19]=3[CH:18]=[CH:17][C:16]=2[NH:15][N:14]=1.[CH:27]1[C:32]([NH:33][NH2:34])=[CH:31][CH:30]=[C:29]([S:35]([NH2:38])(=[O:37])=[O:36])[CH:28]=1.Cl, predict the reaction product. The product is: [Cl:12][C:13]1[C:21]2[C:20]3[C:22](=[N:34][NH:33][C:32]4[CH:31]=[CH:30][C:29]([S:35]([NH2:38])(=[O:36])=[O:37])=[CH:28][CH:27]=4)[C:23](=[O:25])[NH:24][C:19]=3[CH:18]=[CH:17][C:16]=2[NH:15][N:14]=1. (5) The product is: [CH2:1]([C:4]1([C:13]2[C:18]([C:19]3[CH:24]=[CH:23][CH:22]=[CH:21][CH:20]=3)=[CH:17][C:16]([C:25]#[N:26])=[CH:15][CH:14]=2)[N:9]2[CH:10]=[N:11][CH:12]=[C:8]2[CH2:7][CH2:6][CH2:5]1)[CH2:2][CH3:3]. Given the reactants [CH2:1]([C:4]1([C:13]2[C:18]([C:19]3[CH:24]=[CH:23][CH:22]=[CH:21][CH:20]=3)=[CH:17][C:16]([C:25]#[N:26])=[CH:15][CH:14]=2)[N:9]2[CH:10]=[N:11][CH:12]=[C:8]2[CH2:7][CH2:6][CH2:5]1)[CH:2]=[CH2:3].NN.C1COCC1, predict the reaction product.